This data is from Catalyst prediction with 721,799 reactions and 888 catalyst types from USPTO. The task is: Predict which catalyst facilitates the given reaction. (1) Reactant: C[O:2][C:3](=[O:30])[C:4]1[CH:9]=[CH:8][CH:7]=[C:6]([CH2:10][C:11]2[CH:16]=[CH:15][C:14]([CH2:17][NH:18][C:19]3[CH:24]=[CH:23][C:22]([C:25](=[O:27])[CH3:26])=[C:21]([OH:28])[C:20]=3[CH3:29])=[CH:13][CH:12]=2)[CH:5]=1.O[Li].O. Product: [C:25]([C:22]1[CH:23]=[CH:24][C:19]([NH:18][CH2:17][C:14]2[CH:15]=[CH:16][C:11]([CH2:10][C:6]3[CH:5]=[C:4]([CH:9]=[CH:8][CH:7]=3)[C:3]([OH:30])=[O:2])=[CH:12][CH:13]=2)=[C:20]([CH3:29])[C:21]=1[OH:28])(=[O:27])[CH3:26]. The catalyst class is: 20. (2) Reactant: [CH:1]([S:3]([CH3:6])(=[O:5])=[O:4])=[CH2:2].[Br:7][C:8]1[CH:9]=[CH:10][C:11]2[C:12]3[N:20]([CH2:21][C:22]([CH3:25])([OH:24])[CH3:23])[C:19]([CH2:26][O:27][CH2:28][CH3:29])=[N:18][C:13]=3[CH:14]=[N:15][C:16]=2[CH:17]=1.[H-].[Na+].O. Product: [Br:7][C:8]1[CH:9]=[CH:10][C:11]2[C:12]3[N:20]([CH2:21][C:22]([O:24][CH2:2][CH2:1][S:3]([CH3:6])(=[O:5])=[O:4])([CH3:23])[CH3:25])[C:19]([CH2:26][O:27][CH2:28][CH3:29])=[N:18][C:13]=3[CH:14]=[N:15][C:16]=2[CH:17]=1. The catalyst class is: 1. (3) Reactant: C([O:4][C:5]1[CH:10]=[CH:9][C:8]([C:11]2[C:15]([NH:16][C:17]([O:19][CH:20]([C:22]3[CH:27]=[CH:26][CH:25]=[CH:24][C:23]=3[Cl:28])[CH3:21])=[O:18])=[CH:14][O:13][N:12]=2)=[CH:7][CH:6]=1)(=O)C.[OH-].[Na+]. Product: [OH:4][C:5]1[CH:6]=[CH:7][C:8]([C:11]2[C:15]([NH:16][C:17](=[O:18])[O:19][CH:20]([C:22]3[CH:27]=[CH:26][CH:25]=[CH:24][C:23]=3[Cl:28])[CH3:21])=[CH:14][O:13][N:12]=2)=[CH:9][CH:10]=1. The catalyst class is: 7. (4) Reactant: [C:1]([N:8]1[CH2:13][CH2:12][CH:11]([CH2:14][OH:15])[CH2:10][CH2:9]1)([O:3][C:4]([CH3:7])([CH3:6])[CH3:5])=[O:2].CCN(CC)CC.CS(Cl)(=O)=O.[Br:28][C:29]1[N:34]=[CH:33][C:32](O)=[CH:31][CH:30]=1.C([O-])([O-])=O.[K+].[K+]. Product: [Br:28][C:29]1[N:34]=[CH:33][C:32]([O:15][CH2:14][CH:11]2[CH2:12][CH2:13][N:8]([C:1]([O:3][C:4]([CH3:7])([CH3:6])[CH3:5])=[O:2])[CH2:9][CH2:10]2)=[CH:31][CH:30]=1. The catalyst class is: 59. (5) Reactant: [Cl:1][C:2]1[CH:7]=[CH:6][C:5]([N:8]2[C:16](=[O:17])[C:15]3N=C[N:12]([C:18]4[CH:23]=[CH:22][CH:21]=[C:20]([S:24]([CH3:27])(=[O:26])=[O:25])[CH:19]=4)[C:11]=3[N:10]=[C:9]2[C:28]2[CH:33]=[CH:32][C:31](B3OC(C)(C)C(C)(C)O3)=[CH:30][CH:29]=2)=[CH:4][CH:3]=1.I[C:44]1[CH:49]=[N:48][CH:47]=[CH:46][N:45]=1.C(=O)([O-])[O-].[Cs+].[Cs+].[CH3:56][N:57](C)C=O. Product: [Cl:1][C:2]1[CH:3]=[CH:4][C:5]([N:8]2[C:16](=[O:17])[C:15]3[CH:56]=[N:57][N:12]([C:18]4[CH:23]=[CH:22][CH:21]=[C:20]([S:24]([CH3:27])(=[O:25])=[O:26])[CH:19]=4)[C:11]=3[N:10]=[C:9]2[C:28]2[CH:29]=[CH:30][C:31]([C:44]3[CH:49]=[N:48][CH:47]=[CH:46][N:45]=3)=[CH:32][CH:33]=2)=[CH:6][CH:7]=1. The catalyst class is: 140.